Dataset: Full USPTO retrosynthesis dataset with 1.9M reactions from patents (1976-2016). Task: Predict the reactants needed to synthesize the given product. Given the product [CH2:20]([O:10][C:9](=[O:11])[CH2:8][C:4]1[CH:5]=[CH:6][CH:7]=[C:2]([NH2:1])[CH:3]=1)[CH3:21], predict the reactants needed to synthesize it. The reactants are: [NH2:1][C:2]1[CH:3]=[C:4]([CH2:8][C:9]([OH:11])=[O:10])[CH:5]=[CH:6][CH:7]=1.S(Cl)(Cl)=O.ClCCl.Cl.[CH2:20](O)[CH3:21].